Dataset: NCI-60 drug combinations with 297,098 pairs across 59 cell lines. Task: Regression. Given two drug SMILES strings and cell line genomic features, predict the synergy score measuring deviation from expected non-interaction effect. (1) Drug 1: C(CCl)NC(=O)N(CCCl)N=O. Drug 2: CC1CCCC2(C(O2)CC(NC(=O)CC(C(C(=O)C(C1O)C)(C)C)O)C(=CC3=CSC(=N3)C)C)C. Synergy scores: CSS=72.9, Synergy_ZIP=4.91, Synergy_Bliss=2.79, Synergy_Loewe=-23.2, Synergy_HSA=2.84. Cell line: HT29. (2) Synergy scores: CSS=51.1, Synergy_ZIP=-0.645, Synergy_Bliss=-0.715, Synergy_Loewe=-10.4, Synergy_HSA=-1.98. Drug 1: CC1=C(C(=CC=C1)Cl)NC(=O)C2=CN=C(S2)NC3=CC(=NC(=N3)C)N4CCN(CC4)CCO. Cell line: UO-31. Drug 2: CN(CC1=CN=C2C(=N1)C(=NC(=N2)N)N)C3=CC=C(C=C3)C(=O)NC(CCC(=O)O)C(=O)O. (3) Drug 1: CNC(=O)C1=CC=CC=C1SC2=CC3=C(C=C2)C(=NN3)C=CC4=CC=CC=N4. Drug 2: C1CNP(=O)(OC1)N(CCCl)CCCl. Cell line: A498. Synergy scores: CSS=4.24, Synergy_ZIP=-0.749, Synergy_Bliss=3.82, Synergy_Loewe=-6.57, Synergy_HSA=1.08. (4) Drug 1: CC1OCC2C(O1)C(C(C(O2)OC3C4COC(=O)C4C(C5=CC6=C(C=C35)OCO6)C7=CC(=C(C(=C7)OC)O)OC)O)O. Drug 2: CCC1=C2CN3C(=CC4=C(C3=O)COC(=O)C4(CC)O)C2=NC5=C1C=C(C=C5)O. Cell line: OVCAR-4. Synergy scores: CSS=7.19, Synergy_ZIP=-3.67, Synergy_Bliss=1.59, Synergy_Loewe=2.17, Synergy_HSA=2.22. (5) Drug 1: CN(C)N=NC1=C(NC=N1)C(=O)N. Drug 2: CCCCCOC(=O)NC1=NC(=O)N(C=C1F)C2C(C(C(O2)C)O)O. Cell line: OVCAR3. Synergy scores: CSS=0.805, Synergy_ZIP=-0.600, Synergy_Bliss=-3.41, Synergy_Loewe=-6.15, Synergy_HSA=-5.02. (6) Drug 1: C1CN1C2=NC(=NC(=N2)N3CC3)N4CC4. Drug 2: COC1=C2C(=CC3=C1OC=C3)C=CC(=O)O2. Cell line: NCI-H322M. Synergy scores: CSS=-5.11, Synergy_ZIP=9.76, Synergy_Bliss=2.96, Synergy_Loewe=-4.12, Synergy_HSA=-3.91. (7) Drug 1: C1CCC(C1)C(CC#N)N2C=C(C=N2)C3=C4C=CNC4=NC=N3. Drug 2: COC1=NC(=NC2=C1N=CN2C3C(C(C(O3)CO)O)O)N. Cell line: SF-295. Synergy scores: CSS=2.87, Synergy_ZIP=-0.578, Synergy_Bliss=0.428, Synergy_Loewe=-1.00, Synergy_HSA=0.258. (8) Drug 1: CC1C(C(=O)NC(C(=O)N2CCCC2C(=O)N(CC(=O)N(C(C(=O)O1)C(C)C)C)C)C(C)C)NC(=O)C3=C4C(=C(C=C3)C)OC5=C(C(=O)C(=C(C5=N4)C(=O)NC6C(OC(=O)C(N(C(=O)CN(C(=O)C7CCCN7C(=O)C(NC6=O)C(C)C)C)C)C(C)C)C)N)C. Drug 2: C(CC(=O)O)C(=O)CN.Cl. Cell line: SF-295. Synergy scores: CSS=12.4, Synergy_ZIP=-11.1, Synergy_Bliss=-4.98, Synergy_Loewe=-14.2, Synergy_HSA=-2.77. (9) Drug 1: C(=O)(N)NO. Drug 2: CN(CCCl)CCCl.Cl. Cell line: U251. Synergy scores: CSS=34.7, Synergy_ZIP=-6.65, Synergy_Bliss=-0.499, Synergy_Loewe=-20.3, Synergy_HSA=0.119.